From a dataset of Peptide-MHC class I binding affinity with 185,985 pairs from IEDB/IMGT. Regression. Given a peptide amino acid sequence and an MHC pseudo amino acid sequence, predict their binding affinity value. This is MHC class I binding data. The peptide sequence is VRGGMVAPL. The MHC is HLA-A69:01 with pseudo-sequence HLA-A69:01. The binding affinity (normalized) is 0.0847.